This data is from Reaction yield outcomes from USPTO patents with 853,638 reactions. The task is: Predict the reaction yield, written as a fraction of the theoretical maximum amount of product (1.0 means a 100% yield; for example, 0.34 means a 34% yield). (1) The product is [CH2:1]([O:3][C:4](=[O:35])[CH:5]([C:9]1[C:14]([F:15])=[CH:13][C:12]([OH:16])=[CH:11][C:10]=1[F:34])[O:6][CH2:7][CH3:8])[CH3:2]. The yield is 0.860. The catalyst is C1COCC1. The reactants are [CH2:1]([O:3][C:4](=[O:35])[CH:5]([C:9]1[C:14]([F:15])=[CH:13][C:12]([O:16][Si](C(C)(C)C)(C2C=CC=CC=2)C2C=CC=CC=2)=[CH:11][C:10]=1[F:34])[O:6][CH2:7][CH3:8])[CH3:2].CCCC[N+](CCCC)(CCCC)CCCC.[F-].O. (2) The reactants are [F:1][C:2]([F:15])([F:14])[O:3][C:4]1[CH:13]=[CH:12][C:7]2[N:8]=[C:9](N)[S:10][C:6]=2[CH:5]=1.C([CH2:18][O:19][C:20]1[C:21]([F:30])=[C:22]([C:27]([NH2:29])=[O:28])[C:23]([F:26])=[CH:24][CH:25]=1)#N. No catalyst specified. The product is [F:30][C:21]1[C:20]([O:19][CH2:18][C:9]2[S:10][C:6]3[CH:5]=[C:4]([O:3][C:2]([F:15])([F:14])[F:1])[CH:13]=[CH:12][C:7]=3[N:8]=2)=[CH:25][CH:24]=[C:23]([F:26])[C:22]=1[C:27]([NH2:29])=[O:28]. The yield is 0.340. (3) The reactants are C1C(=O)[N:5](Br)[C:3](=O)[CH2:2]1.[C:19](OO[C:19](=O)[C:20]1[CH:25]=[CH:24][CH:23]=[CH:22][CH:21]=1)(=O)[C:20]1[CH:25]=[CH:24][CH:23]=[CH:22][CH:21]=1.[OH2:27]. The catalyst is C(Cl)(Cl)(Cl)Cl. The product is [CH:2]([C:3]1[NH:5][C:21]2[C:20]([CH:19]=1)=[CH:25][CH:24]=[CH:23][CH:22]=2)=[O:27]. The yield is 0.750. (4) The reactants are [C:1]1([C:7]([C:15]2[CH:20]=[CH:19][CH:18]=[CH:17][CH:16]=2)([CH:9]2[CH2:14][CH2:13][NH:12][CH2:11][CH2:10]2)[OH:8])[CH:6]=[CH:5][CH:4]=[CH:3][CH:2]=1.[Br:21][C:22]1[CH:27]=[CH:26][C:25]([CH2:28][CH2:29]Br)=[CH:24][CH:23]=1.C(#N)C. The catalyst is O. The product is [Br:21][C:22]1[CH:27]=[CH:26][C:25]([CH2:28][CH2:29][N:12]2[CH2:13][CH2:14][CH:9]([C:7]([C:15]3[CH:20]=[CH:19][CH:18]=[CH:17][CH:16]=3)([C:1]3[CH:2]=[CH:3][CH:4]=[CH:5][CH:6]=3)[OH:8])[CH2:10][CH2:11]2)=[CH:24][CH:23]=1. The yield is 0.640. (5) The reactants are [F:1][C:2]1[CH:7]=[CH:6][C:5]([C:8]2[N:9]=[C:10]3[CH:15]=[N:14][CH:13]=[CH:12][N:11]3[C:16]=2[C:17]2[CH:22]=[CH:21][N:20]=[C:19](S(C)(=O)=O)[N:18]=2)=[CH:4][CH:3]=1.Cl.Cl.NC1C2CCN(CC2)C1.CCN(C(C)C)C(C)C.CS(C)=[O:49]. No catalyst specified. The product is [F:1][C:2]1[CH:7]=[CH:6][C:5]([C:8]2[N:9]=[C:10]3[CH:15]=[N:14][CH:13]=[CH:12][N:11]3[C:16]=2[C:17]2[CH:22]=[CH:21][N:20]=[C:19]([OH:49])[N:18]=2)=[CH:4][CH:3]=1. The yield is 0.200. (6) The product is [CH:1]1([C:4]2[N:5]=[C:6]([CH3:26])[N:7]([C:34]3[CH:35]=[CH:36][C:31]([O:30][CH:27]([CH3:29])[CH3:28])=[CH:32][CH:33]=3)[C:8](=[O:25])[C:9]=2[CH2:10][C:11]2[CH:16]=[CH:15][C:14]([C:17]3[C:18]([C:23]#[N:24])=[CH:19][CH:20]=[CH:21][CH:22]=3)=[CH:13][CH:12]=2)[CH2:2][CH2:3]1. The catalyst is C([O-])(=O)C.[Cu+2].C([O-])(=O)C.C(OCC)(=O)C.C(Cl)Cl. The yield is 0.270. The reactants are [CH:1]1([C:4]2[N:5]=[C:6]([CH3:26])[NH:7][C:8](=[O:25])[C:9]=2[CH2:10][C:11]2[CH:16]=[CH:15][C:14]([C:17]3[C:18]([C:23]#[N:24])=[CH:19][CH:20]=[CH:21][CH:22]=3)=[CH:13][CH:12]=2)[CH2:3][CH2:2]1.[CH:27]([O:30][C:31]1[CH:36]=[CH:35][C:34](B(O)O)=[CH:33][CH:32]=1)([CH3:29])[CH3:28].C(N(CC)CC)C.N1C=CC=CC=1. (7) The catalyst is CN(C=O)C. The yield is 0.840. The product is [CH3:1][C:2]1([CH3:18])[O:7][CH2:6][CH:5]([NH:8][C:9]2[C:14]([NH:15][CH2:26][C:27]([O:29][CH2:30][CH3:31])=[O:28])=[CH:13][CH:12]=[C:11]([O:16][CH3:17])[N:10]=2)[CH2:4][O:3]1. The reactants are [CH3:1][C:2]1([CH3:18])[O:7][CH2:6][CH:5]([NH:8][C:9]2[C:14]([NH2:15])=[CH:13][CH:12]=[C:11]([O:16][CH3:17])[N:10]=2)[CH2:4][O:3]1.C(=O)([O-])[O-].[K+].[K+].Br[CH2:26][C:27]([O:29][CH2:30][CH3:31])=[O:28].C(Cl)Cl.